This data is from Full USPTO retrosynthesis dataset with 1.9M reactions from patents (1976-2016). The task is: Predict the reactants needed to synthesize the given product. (1) Given the product [CH2:1]([O:8][C@@H:9]1[C@@H:14]([O:15][CH2:16][C:17]2[CH:22]=[CH:21][CH:20]=[CH:19][CH:18]=2)[C@H:13]([O:23][CH2:24][C:25]2[CH:30]=[CH:29][CH:28]=[CH:27][CH:26]=2)[C@@H:12]([CH2:31][O:32][CH2:33][C:34]2[CH:39]=[CH:38][CH:37]=[CH:36][CH:35]=2)[O:11][C@H:10]1[C:40]1[C:48]2[C:43](=[C:44]([Cl:49])[CH:45]=[CH:46][CH:47]=2)[N:42]([CH2:50][C:51]2[CH:56]=[CH:55][C:54]([CH2:57][CH2:58][O:59][CH3:62])=[CH:53][CH:52]=2)[CH:41]=1)[C:2]1[CH:3]=[CH:4][CH:5]=[CH:6][CH:7]=1, predict the reactants needed to synthesize it. The reactants are: [CH2:1]([O:8][C@@H:9]1[C@@H:14]([O:15][CH2:16][C:17]2[CH:22]=[CH:21][CH:20]=[CH:19][CH:18]=2)[C@H:13]([O:23][CH2:24][C:25]2[CH:30]=[CH:29][CH:28]=[CH:27][CH:26]=2)[C@@H:12]([CH2:31][O:32][CH2:33][C:34]2[CH:39]=[CH:38][CH:37]=[CH:36][CH:35]=2)[O:11][C@H:10]1[C:40]1[C:48]2[C:43](=[C:44]([Cl:49])[CH:45]=[CH:46][CH:47]=2)[N:42]([CH2:50][C:51]2[CH:56]=[CH:55][C:54]([CH2:57][CH2:58][OH:59])=[CH:53][CH:52]=2)[CH:41]=1)[C:2]1[CH:7]=[CH:6][CH:5]=[CH:4][CH:3]=1.[H-].[Na+].[CH3:62]I.O. (2) Given the product [C:1]([C:5]1[CH:42]=[CH:41][C:8]([C:9]([N:11]2[C@@H:15]([C:16]3[S:17][CH:18]=[CH:19][N:20]=3)[C@@H:14]([C:21]3[CH:26]=[N:25][CH:24]=[CH:23][N:22]=3)[CH2:13][C@:12]2([CH2:34][C:35]2[CH:40]=[CH:39][CH:38]=[CH:37][N:36]=2)[C:27]([OH:29])=[O:28])=[O:10])=[CH:7][C:6]=1[O:43][CH3:44])([CH3:4])([CH3:2])[CH3:3], predict the reactants needed to synthesize it. The reactants are: [C:1]([C:5]1[CH:42]=[CH:41][C:8]([C:9]([N:11]2[C@@H:15]([C:16]3[S:17][CH:18]=[CH:19][N:20]=3)[C@@H:14]([C:21]3[CH:26]=[N:25][CH:24]=[CH:23][N:22]=3)[CH2:13][C@:12]2([CH2:34][C:35]2[CH:40]=[CH:39][CH:38]=[CH:37][N:36]=2)[C:27]([O:29]C(C)(C)C)=[O:28])=[O:10])=[CH:7][C:6]=1[O:43][CH3:44])([CH3:4])([CH3:3])[CH3:2].C(O)(C(F)(F)F)=O.